From a dataset of NCI-60 drug combinations with 297,098 pairs across 59 cell lines. Regression. Given two drug SMILES strings and cell line genomic features, predict the synergy score measuring deviation from expected non-interaction effect. (1) Drug 1: C1CC(=O)NC(=O)C1N2CC3=C(C2=O)C=CC=C3N. Drug 2: C1=CN(C=N1)CC(O)(P(=O)(O)O)P(=O)(O)O. Cell line: SF-539. Synergy scores: CSS=7.07, Synergy_ZIP=-4.30, Synergy_Bliss=-6.17, Synergy_Loewe=-3.86, Synergy_HSA=-3.86. (2) Drug 1: CC1=C(C=C(C=C1)NC(=O)C2=CC=C(C=C2)CN3CCN(CC3)C)NC4=NC=CC(=N4)C5=CN=CC=C5. Drug 2: CCC1=C2CN3C(=CC4=C(C3=O)COC(=O)C4(CC)O)C2=NC5=C1C=C(C=C5)O. Cell line: MDA-MB-435. Synergy scores: CSS=10.7, Synergy_ZIP=-3.41, Synergy_Bliss=-1.32, Synergy_Loewe=-18.9, Synergy_HSA=-3.85. (3) Drug 1: C1=NC2=C(N1)C(=S)N=C(N2)N. Drug 2: CCC1(C2=C(COC1=O)C(=O)N3CC4=CC5=C(C=CC(=C5CN(C)C)O)N=C4C3=C2)O.Cl. Cell line: K-562. Synergy scores: CSS=39.7, Synergy_ZIP=-5.31, Synergy_Bliss=-2.78, Synergy_Loewe=-2.50, Synergy_HSA=-0.826. (4) Drug 1: CCC1=CC2CC(C3=C(CN(C2)C1)C4=CC=CC=C4N3)(C5=C(C=C6C(=C5)C78CCN9C7C(C=CC9)(C(C(C8N6C)(C(=O)OC)O)OC(=O)C)CC)OC)C(=O)OC.C(C(C(=O)O)O)(C(=O)O)O. Drug 2: COCCOC1=C(C=C2C(=C1)C(=NC=N2)NC3=CC=CC(=C3)C#C)OCCOC.Cl. Cell line: HCT116. Synergy scores: CSS=40.0, Synergy_ZIP=0.272, Synergy_Bliss=2.91, Synergy_Loewe=-30.4, Synergy_HSA=3.44. (5) Drug 1: CC12CCC(CC1=CCC3C2CCC4(C3CC=C4C5=CN=CC=C5)C)O. Drug 2: C1=CC=C(C(=C1)C(C2=CC=C(C=C2)Cl)C(Cl)Cl)Cl. Cell line: RPMI-8226. Synergy scores: CSS=38.4, Synergy_ZIP=2.63, Synergy_Bliss=6.28, Synergy_Loewe=-25.2, Synergy_HSA=3.77. (6) Synergy scores: CSS=-10.7, Synergy_ZIP=8.08, Synergy_Bliss=3.08, Synergy_Loewe=-8.19, Synergy_HSA=-8.64. Cell line: T-47D. Drug 1: COC1=NC(=NC2=C1N=CN2C3C(C(C(O3)CO)O)O)N. Drug 2: C1CNP(=O)(OC1)N(CCCl)CCCl. (7) Drug 1: CCN(CC)CCNC(=O)C1=C(NC(=C1C)C=C2C3=C(C=CC(=C3)F)NC2=O)C. Drug 2: CC(C)(C#N)C1=CC(=CC(=C1)CN2C=NC=N2)C(C)(C)C#N. Cell line: NCI/ADR-RES. Synergy scores: CSS=1.37, Synergy_ZIP=-3.11, Synergy_Bliss=-7.20, Synergy_Loewe=-3.28, Synergy_HSA=-6.02. (8) Drug 1: CC1=C(C=C(C=C1)NC(=O)C2=CC=C(C=C2)CN3CCN(CC3)C)NC4=NC=CC(=N4)C5=CN=CC=C5. Drug 2: CC1=C2C(C(=O)C3(C(CC4C(C3C(C(C2(C)C)(CC1OC(=O)C(C(C5=CC=CC=C5)NC(=O)C6=CC=CC=C6)O)O)OC(=O)C7=CC=CC=C7)(CO4)OC(=O)C)O)C)OC(=O)C. Cell line: CCRF-CEM. Synergy scores: CSS=38.5, Synergy_ZIP=10.2, Synergy_Bliss=6.73, Synergy_Loewe=-1.71, Synergy_HSA=4.90. (9) Drug 1: C1=CC(=C2C(=C1NCCNCCO)C(=O)C3=C(C=CC(=C3C2=O)O)O)NCCNCCO. Drug 2: C1C(C(OC1N2C=NC3=C(N=C(N=C32)Cl)N)CO)O. Cell line: IGROV1. Synergy scores: CSS=47.3, Synergy_ZIP=5.77, Synergy_Bliss=7.86, Synergy_Loewe=0.363, Synergy_HSA=7.71.